The task is: Predict the reactants needed to synthesize the given product.. This data is from Full USPTO retrosynthesis dataset with 1.9M reactions from patents (1976-2016). (1) Given the product [ClH:11].[CH3:1][O:2][C:3](=[O:10])[CH:4]([NH2:8])[C:5](=[O:7])[CH3:6], predict the reactants needed to synthesize it. The reactants are: [CH3:1][O:2][C:3](=[O:10])[C:4](=[N:8]O)[C:5](=[O:7])[CH3:6].[ClH:11]. (2) Given the product [CH3:22][N:19]1[CH2:20][CH2:21][N:16]([C:8]2[CH:7]=[C:6]([CH2:5][C:4]([NH2:26])=[O:3])[C:15]3[CH2:14][CH2:13][CH2:12][CH2:11][C:10]=3[CH:9]=2)[CH2:17][CH2:18]1, predict the reactants needed to synthesize it. The reactants are: C([O:3][C:4](=O)[CH2:5][C:6]1[C:15]2[CH2:14][CH2:13][CH2:12][CH2:11][C:10]=2[CH:9]=[C:8]([N:16]2[CH2:21][CH2:20][N:19]([CH3:22])[CH2:18][CH2:17]2)[CH:7]=1)C.CO.[NH3:26]. (3) Given the product [C:13]([O:17][C:18]([N:19]1[CH2:23][CH2:24][N:11]([C:10]2[C:4]3[O:3][C:2]([F:1])([F:12])[O:6][C:5]=3[CH:7]=[CH:8][CH:9]=2)[CH2:21][CH2:20]1)=[O:26])([CH3:16])([CH3:15])[CH3:14], predict the reactants needed to synthesize it. The reactants are: [F:1][C:2]1([F:12])[O:6][C:5]2[CH:7]=[CH:8][CH:9]=[C:10]([NH2:11])[C:4]=2[O:3]1.[C:13]([O:17][C:18](=[O:26])[N:19]([CH2:23][CH2:24]Cl)[CH2:20][CH2:21]Cl)([CH3:16])([CH3:15])[CH3:14].[H-].[Na+]. (4) Given the product [N:8]1([C:9]2[CH:18]=[C:13]([C:14]([O:16][CH3:17])=[O:15])[CH:12]=[C:11]([CH:10]=2)[C:19]([O:21][CH3:22])=[O:20])[CH2:6][CH2:5][CH2:4][CH2:3][CH2:2]1, predict the reactants needed to synthesize it. The reactants are: I[CH2:2][CH2:3][CH2:4][CH2:5][CH2:6]I.[NH2:8][C:9]1[CH:10]=[C:11]([C:19]([O:21][CH3:22])=[O:20])[CH:12]=[C:13]([CH:18]=1)[C:14]([O:16][CH3:17])=[O:15]. (5) Given the product [CH3:21][CH:22]1[CH2:26][CH2:25][CH2:24][N:23]1[CH2:2][CH2:3][O:4][C:5]1[CH:10]=[CH:9][C:8]([C:11]2[O:12][CH:13]=[C:14]([CH2:16][C:17]([O:19][CH3:20])=[O:18])[N:15]=2)=[CH:7][CH:6]=1, predict the reactants needed to synthesize it. The reactants are: Cl[CH2:2][CH2:3][O:4][C:5]1[CH:10]=[CH:9][C:8]([C:11]2[O:12][CH:13]=[C:14]([CH2:16][C:17]([O:19][CH3:20])=[O:18])[N:15]=2)=[CH:7][CH:6]=1.[CH3:21][CH:22]1[CH2:26][CH2:25][CH2:24][NH:23]1.C(=O)([O-])[O-].[K+].[K+].[I-].[Na+]. (6) Given the product [CH3:39][O:38][C:35]1[CH:34]=[CH:33][C:32]([N:31]2[C:7]3([N:4]4[CH2:5][CH2:6][O:1][CH2:2][CH2:3]4)[C:8](=[O:22])[N:9]([C:13]4[CH:14]=[CH:15][C:16]([N+:19]([O-:21])=[O:20])=[CH:17][CH:18]=4)[CH2:10][CH2:11][CH:12]3[C:24]([C:25]([O:27][CH2:28][CH3:29])=[O:26])=[N:30]2)=[CH:37][CH:36]=1, predict the reactants needed to synthesize it. The reactants are: [O:1]1[CH2:6][CH2:5][N:4]([C:7]2[C:8](=[O:22])[N:9]([C:13]3[CH:18]=[CH:17][C:16]([N+:19]([O-:21])=[O:20])=[CH:15][CH:14]=3)[CH2:10][CH2:11][CH:12]=2)[CH2:3][CH2:2]1.Cl/[C:24](=[N:30]\[NH:31][C:32]1[CH:37]=[CH:36][C:35]([O:38][CH3:39])=[CH:34][CH:33]=1)/[C:25]([O:27][CH2:28][CH3:29])=[O:26].C(N(CC)CC)C.O. (7) The reactants are: [NH2:1][C:2]1[C:11]2[N:12]=[C:13]([CH2:18][O:19][CH2:20][CH3:21])[N:14]([CH2:15][CH2:16][CH3:17])[C:10]=2[C:9]2[CH:8]=[CH:7][C:6]([O:22][CH:23]3[CH2:28][CH2:27][N:26](C(OC(C)(C)C)=O)[CH2:25][CH2:24]3)=[CH:5][C:4]=2[N:3]=1. Given the product [CH2:20]([O:19][CH2:18][C:13]1[N:14]([CH2:15][CH2:16][CH3:17])[C:10]2[C:9]3[CH:8]=[CH:7][C:6]([O:22][CH:23]4[CH2:24][CH2:25][NH:26][CH2:27][CH2:28]4)=[CH:5][C:4]=3[N:3]=[C:2]([NH2:1])[C:11]=2[N:12]=1)[CH3:21], predict the reactants needed to synthesize it. (8) Given the product [CH3:17][N:16]([CH2:18][CH:19]1[C:25]([C:7]2[CH:12]=[CH:11][CH:10]=[C:9]([O:13][CH3:14])[CH:8]=2)([OH:26])[CH2:24][CH:23]2[CH2:27][CH:20]1[CH2:21][CH2:22]2)[CH3:15], predict the reactants needed to synthesize it. The reactants are: [Li]C(C)(C)C.Br[C:7]1[CH:12]=[CH:11][CH:10]=[C:9]([O:13][CH3:14])[CH:8]=1.[CH3:15][N:16]([CH2:18][CH:19]1[C:25](=[O:26])[CH2:24][CH:23]2[CH2:27][CH:20]1[CH2:21][CH2:22]2)[CH3:17].